This data is from Forward reaction prediction with 1.9M reactions from USPTO patents (1976-2016). The task is: Predict the product of the given reaction. (1) Given the reactants [Cl:1][C:2]1[CH:7]=[CH:6][C:5]([C:8]2[CH:13]=[CH:12][CH:11]=[CH:10][C:9]=2[CH:14]([N:16]2[CH2:21][CH2:20][N:19]([C:22]3[CH:32]=[CH:31][C:25]([C:26]([O:28]CC)=[O:27])=[C:24]([O:33][C:34]4[CH:39]=[CH:38][CH:37]=[CH:36][C:35]=4[Cl:40])[CH:23]=3)[CH2:18][CH2:17]2)[CH3:15])=[CH:4][CH:3]=1.[OH-].[Na+].Cl, predict the reaction product. The product is: [Cl:1][C:2]1[CH:7]=[CH:6][C:5]([C:8]2[CH:13]=[CH:12][CH:11]=[CH:10][C:9]=2[CH:14]([N:16]2[CH2:17][CH2:18][N:19]([C:22]3[CH:32]=[CH:31][C:25]([C:26]([OH:28])=[O:27])=[C:24]([O:33][C:34]4[CH:39]=[CH:38][CH:37]=[CH:36][C:35]=4[Cl:40])[CH:23]=3)[CH2:20][CH2:21]2)[CH3:15])=[CH:4][CH:3]=1. (2) Given the reactants C([O:3][C:4](=[O:38])[CH2:5][CH2:6][N:7]([CH3:37])[CH2:8][C:9](=[O:36])[N:10]1[C:18]2[C:13](=[CH:14][C:15]([O:19][CH2:20][C:21]3[S:22][C:23]([C:32]([F:35])([F:34])[F:33])=[C:24]([C:26]4[CH:31]=[CH:30][CH:29]=[CH:28][CH:27]=4)[CH:25]=3)=[CH:16][CH:17]=2)[CH2:12][CH2:11]1)C.CO.C1COCC1.[OH-].[Na+].[ClH:48], predict the reaction product. The product is: [ClH:48].[CH3:37][N:7]([CH2:6][CH2:5][C:4]([OH:38])=[O:3])[CH2:8][C:9](=[O:36])[N:10]1[C:18]2[C:13](=[CH:14][C:15]([O:19][CH2:20][C:21]3[S:22][C:23]([C:32]([F:34])([F:33])[F:35])=[C:24]([C:26]4[CH:31]=[CH:30][CH:29]=[CH:28][CH:27]=4)[CH:25]=3)=[CH:16][CH:17]=2)[CH2:12][CH2:11]1. (3) Given the reactants [NH2:1][CH2:2][CH:3]([C:7]1[CH:12]=[CH:11][CH:10]=[CH:9][CH:8]=1)[C:4](O)=O.C[O:14][C:15](=O)[CH:16]([NH2:21])[CH2:17][CH:18]([CH3:20])[CH3:19].C([C@@H]1NC[C@H](CC(C)C)NC1=O)C(C)C, predict the reaction product. The product is: [CH2:17]([C@@H:16]1[NH:21][CH2:4][C@@H:3]([C:7]2[CH:12]=[CH:11][CH:10]=[CH:9][CH:8]=2)[CH2:2][NH:1][C:15]1=[O:14])[CH:18]([CH3:20])[CH3:19]. (4) Given the reactants C(OC([NH:8][C@H:9]([C@@H:39]([OH:52])[CH2:40][C@H:41]([C:45](=[O:51])[NH:46][CH2:47][CH2:48][CH2:49][CH3:50])[CH:42]([CH3:44])[CH3:43])[CH2:10][C@@H:11]([CH:36]([CH3:38])[CH3:37])[CH2:12][NH:13][C:14](=[O:35])[C:15]1[CH:20]=[CH:19][C:18]([O:21][CH2:22][C:23]2[NH:27][N:26]=[N:25][N:24]=2)=[CH:17][C:16]=1[O:28][CH2:29][CH2:30][CH2:31][CH2:32][O:33][CH3:34])=O)(C)(C)C.[ClH:53], predict the reaction product. The product is: [ClH:53].[NH2:8][C@H:9]([C@@H:39]([OH:52])[CH2:40][C@H:41]([C:45](=[O:51])[NH:46][CH2:47][CH2:48][CH2:49][CH3:50])[CH:42]([CH3:43])[CH3:44])[CH2:10][C@@H:11]([CH:36]([CH3:38])[CH3:37])[CH2:12][NH:13][C:14](=[O:35])[C:15]1[CH:20]=[CH:19][C:18]([O:21][CH2:22][C:23]2[NH:24][N:25]=[N:26][N:27]=2)=[CH:17][C:16]=1[O:28][CH2:29][CH2:30][CH2:31][CH2:32][O:33][CH3:34].